From a dataset of Reaction yield outcomes from USPTO patents with 853,638 reactions. Predict the reaction yield, written as a fraction of the theoretical maximum amount of product (1.0 means a 100% yield; for example, 0.34 means a 34% yield). The yield is 0.584. The reactants are N[C:2]1[CH:3]=[C:4]([S:17]([NH2:20])(=[O:19])=[O:18])[CH:5]=[CH:6][C:7]=1[O:8][C:9]1[CH:14]=[CH:13][C:12]([F:15])=[CH:11][C:10]=1[F:16].Cl.N([O-])=O.[Na+].[I-:26].[K+]. The catalyst is O1CCOCC1.O. The product is [F:16][C:10]1[CH:11]=[C:12]([F:15])[CH:13]=[CH:14][C:9]=1[O:8][C:7]1[CH:6]=[CH:5][C:4]([S:17]([NH2:20])(=[O:19])=[O:18])=[CH:3][C:2]=1[I:26].